Dataset: Full USPTO retrosynthesis dataset with 1.9M reactions from patents (1976-2016). Task: Predict the reactants needed to synthesize the given product. (1) Given the product [C:1]([O:5][C:6]([N:8]1[CH2:9][C@@H:10]([OH:15])[C@H:11]([C:13]#[N:14])[CH2:12]1)=[O:7])([CH3:4])([CH3:2])[CH3:3], predict the reactants needed to synthesize it. The reactants are: [C:1]([O:5][C:6]([N:8]1[CH2:12][C@@H:11]([C:13]#[N:14])[C@H:10]([O:15]C(=O)C)[CH2:9]1)=[O:7])([CH3:4])([CH3:3])[CH3:2].N. (2) Given the product [N:1]1([NH:7][C:8](=[O:17])[C:9]2[CH:14]=[CH:13][C:12]([OH:15])=[C:11]([C:39]#[N:40])[CH:10]=2)[CH2:6][CH2:5][O:4][CH2:3][CH2:2]1, predict the reactants needed to synthesize it. The reactants are: [N:1]1([NH:7][C:8](=[O:17])[C:9]2[CH:14]=[CH:13][C:12]([OH:15])=[C:11](Br)[CH:10]=2)[CH2:6][CH2:5][O:4][CH2:3][CH2:2]1.C1(P(C2C=CC=CC=2)C2C=CC=CC=2)C=CC=CC=1.C=O.[CH:39]#[N:40]. (3) The reactants are: [Br-:1].[Br:2][CH2:3][CH2:4][CH2:5][CH2:6][CH2:7][CH2:8][N+:9]([CH3:19])([CH3:18])[CH2:10][CH2:11][CH2:12][C:13]([O:15][CH2:16][CH3:17])=[O:14].[N:20]1[C:30]2[C:25](=[CH:26][CH:27]=[CH:28][CH:29]=2)[C:23]([CH3:24])=[CH:22][CH:21]=1. Given the product [Br-:2].[Br-:1].[CH3:18][N+:9]([CH3:19])([CH2:10][CH2:11][CH2:12][C:13]([O:15][CH2:16][CH3:17])=[O:14])[CH2:8][CH2:7][CH2:6][CH2:5][CH2:4][CH2:3][N+:20]1[C:30]2[C:25](=[CH:26][CH:27]=[CH:28][CH:29]=2)[C:23]([CH3:24])=[CH:22][CH:21]=1, predict the reactants needed to synthesize it. (4) Given the product [CH3:1][O:2][C:3]([C:5]1[S:9][C:8]([C:10]2[CH:15]=[CH:14][C:13]([Cl:16])=[CH:12][CH:11]=2)=[N:7][C:6]=1[CH2:17][CH:20]([O:23][CH3:24])[O:25][CH3:26])=[O:4], predict the reactants needed to synthesize it. The reactants are: [CH3:1][O:2][C:3]([C:5]1[S:9][C:8]([C:10]2[CH:15]=[CH:14][C:13]([Cl:16])=[CH:12][CH:11]=2)=[N:7][C:6]=1[CH2:17]C=O)=[O:4].[CH:20]([O:25][CH3:26])([O:23][CH3:24])OC. (5) The reactants are: [CH3:1][O:2][C:3]1[CH:4]=[C:5]2[C:10](=[CH:11][C:12]=1[O:13][CH3:14])[N:9]=[CH:8][CH:7]=[C:6]2[OH:15].Br[CH2:17][CH2:18][CH2:19][N:20]1[C:24](=[O:25])[C:23]2=[CH:26][CH:27]=[CH:28][CH:29]=[C:22]2[C:21]1=[O:30].C(=O)([O-])[O-].[K+].[K+].CN(C=O)C.CN(C)C=O. Given the product [CH3:1][O:2][C:3]1[CH:4]=[C:5]2[C:10](=[CH:11][C:12]=1[O:13][CH3:14])[N:9]=[CH:8][CH:7]=[C:6]2[O:15][CH2:17][CH2:18][CH2:19][N:20]1[C:24](=[O:25])[C:23]2=[CH:26][CH:27]=[CH:28][CH:29]=[C:22]2[C:21]1=[O:30], predict the reactants needed to synthesize it. (6) The reactants are: [O:1]1[CH2:6][CH2:5][N:4]([CH2:7]/[CH:8]=[CH:9]/[C:10]([O:12]C(C)(C)C)=[O:11])[CH2:3][CH2:2]1.Cl. Given the product [O:1]1[CH2:2][CH2:3][N:4]([CH2:7]/[CH:8]=[CH:9]/[C:10]([OH:12])=[O:11])[CH2:5][CH2:6]1, predict the reactants needed to synthesize it.